Dataset: Peptide-MHC class I binding affinity with 185,985 pairs from IEDB/IMGT. Task: Regression. Given a peptide amino acid sequence and an MHC pseudo amino acid sequence, predict their binding affinity value. This is MHC class I binding data. The MHC is HLA-A02:03 with pseudo-sequence HLA-A02:03. The binding affinity (normalized) is 0.857. The peptide sequence is LLSCISVPV.